This data is from Full USPTO retrosynthesis dataset with 1.9M reactions from patents (1976-2016). The task is: Predict the reactants needed to synthesize the given product. (1) Given the product [F:1][C:2]1[CH:3]=[CH:4][C:5]2[O:9][C:8]([N:10]3[CH2:15][CH2:14][CH2:13][CH2:12][C@H:11]3[C:16]([OH:18])=[O:17])=[N:7][C:6]=2[CH:21]=1, predict the reactants needed to synthesize it. The reactants are: [F:1][C:2]1[CH:3]=[CH:4][C:5]2[O:9][C:8]([N:10]3[CH2:15][CH2:14][CH2:13][CH2:12][C@H:11]3[C:16]([O:18]CC)=[O:17])=[N:7][C:6]=2[CH:21]=1.[OH-].[Li+]. (2) The reactants are: [Cl:1][C:2]1[CH:7]=[CH:6][C:5]([C:8]2([C:13]3[CH:14]=[C:15]4[C:20](=[CH:21][CH:22]=3)[N:19]=[CH:18][CH:17]=[C:16]4[CH2:23][CH2:24][C:25]3[CH:30]=[CH:29][CH:28]=[C:27]([Cl:31])[CH:26]=3)OCC[O:9]2)=[CH:4][CH:3]=1.[Cl:32][C:33]1[CH:34]=[C:35]([CH2:39][CH:40]([C:49]2[C:58]3[C:53](=[CH:54][CH:55]=[C:56]([C:59]4([C:64]5[CH:69]=[CH:68][C:67]([Cl:70])=[CH:66][CH:65]=5)OCC[O:60]4)[CH:57]=3)[N:52]=[CH:51][CH:50]=2)[CH2:41][C:42]2[CH:47]=[CH:46][CH:45]=[C:44]([Cl:48])[CH:43]=2)[CH:36]=[CH:37][CH:38]=1.[NH4+].[OH-]. Given the product [Cl:1][C:2]1[CH:7]=[CH:6][C:5]([C:8]([C:13]2[CH:14]=[C:15]3[C:20](=[CH:21][CH:22]=2)[N:19]=[CH:18][CH:17]=[C:16]3[CH2:23][CH2:24][C:25]2[CH:30]=[CH:29][CH:28]=[C:27]([Cl:31])[CH:26]=2)=[O:9])=[CH:4][CH:3]=1.[Cl:70][C:67]1[CH:68]=[CH:69][C:64]([C:59]([C:56]2[CH:57]=[C:58]3[C:53](=[CH:54][CH:55]=2)[N:52]=[CH:51][CH:50]=[C:49]3[CH:40]([CH2:41][C:42]2[CH:47]=[CH:46][CH:45]=[C:44]([Cl:48])[CH:43]=2)[CH2:39][C:35]2[CH:36]=[CH:37][CH:38]=[C:33]([Cl:32])[CH:34]=2)=[O:60])=[CH:65][CH:66]=1, predict the reactants needed to synthesize it.